From a dataset of NCI-60 drug combinations with 297,098 pairs across 59 cell lines. Regression. Given two drug SMILES strings and cell line genomic features, predict the synergy score measuring deviation from expected non-interaction effect. (1) Drug 1: CC1CCC2CC(C(=CC=CC=CC(CC(C(=O)C(C(C(=CC(C(=O)CC(OC(=O)C3CCCCN3C(=O)C(=O)C1(O2)O)C(C)CC4CCC(C(C4)OC)OCCO)C)C)O)OC)C)C)C)OC. Drug 2: C1C(C(OC1N2C=NC(=NC2=O)N)CO)O. Cell line: SR. Synergy scores: CSS=39.4, Synergy_ZIP=-9.21, Synergy_Bliss=-6.72, Synergy_Loewe=-6.19, Synergy_HSA=-5.51. (2) Drug 1: C1CNP(=O)(OC1)N(CCCl)CCCl. Drug 2: C1C(C(OC1N2C=NC3=C2NC=NCC3O)CO)O. Cell line: BT-549. Synergy scores: CSS=-10.6, Synergy_ZIP=11.7, Synergy_Bliss=11.8, Synergy_Loewe=-12.1, Synergy_HSA=-4.20. (3) Drug 1: CC(C1=C(C=CC(=C1Cl)F)Cl)OC2=C(N=CC(=C2)C3=CN(N=C3)C4CCNCC4)N. Drug 2: CC1=C(N=C(N=C1N)C(CC(=O)N)NCC(C(=O)N)N)C(=O)NC(C(C2=CN=CN2)OC3C(C(C(C(O3)CO)O)O)OC4C(C(C(C(O4)CO)O)OC(=O)N)O)C(=O)NC(C)C(C(C)C(=O)NC(C(C)O)C(=O)NCCC5=NC(=CS5)C6=NC(=CS6)C(=O)NCCC[S+](C)C)O. Cell line: UACC62. Synergy scores: CSS=7.14, Synergy_ZIP=-2.69, Synergy_Bliss=-2.23, Synergy_Loewe=-1.98, Synergy_HSA=-1.39. (4) Drug 1: CC1C(C(CC(O1)OC2CC(CC3=C2C(=C4C(=C3O)C(=O)C5=C(C4=O)C(=CC=C5)OC)O)(C(=O)CO)O)N)O.Cl. Drug 2: C1CCC(C(C1)N)N.C(=O)(C(=O)[O-])[O-].[Pt+4]. Cell line: CAKI-1. Synergy scores: CSS=18.2, Synergy_ZIP=-1.72, Synergy_Bliss=4.40, Synergy_Loewe=-2.29, Synergy_HSA=0.999. (5) Drug 1: CC1=C(N=C(N=C1N)C(CC(=O)N)NCC(C(=O)N)N)C(=O)NC(C(C2=CN=CN2)OC3C(C(C(C(O3)CO)O)O)OC4C(C(C(C(O4)CO)O)OC(=O)N)O)C(=O)NC(C)C(C(C)C(=O)NC(C(C)O)C(=O)NCCC5=NC(=CS5)C6=NC(=CS6)C(=O)NCCC[S+](C)C)O. Drug 2: CCC1(CC2CC(C3=C(CCN(C2)C1)C4=CC=CC=C4N3)(C5=C(C=C6C(=C5)C78CCN9C7C(C=CC9)(C(C(C8N6C)(C(=O)OC)O)OC(=O)C)CC)OC)C(=O)OC)O.OS(=O)(=O)O. Cell line: BT-549. Synergy scores: CSS=23.8, Synergy_ZIP=-3.07, Synergy_Bliss=-1.89, Synergy_Loewe=-3.42, Synergy_HSA=-2.66. (6) Drug 1: CC(C1=C(C=CC(=C1Cl)F)Cl)OC2=C(N=CC(=C2)C3=CN(N=C3)C4CCNCC4)N. Drug 2: CCC1(CC2CC(C3=C(CCN(C2)C1)C4=CC=CC=C4N3)(C5=C(C=C6C(=C5)C78CCN9C7C(C=CC9)(C(C(C8N6C=O)(C(=O)OC)O)OC(=O)C)CC)OC)C(=O)OC)O.OS(=O)(=O)O. Cell line: SK-MEL-5. Synergy scores: CSS=26.6, Synergy_ZIP=3.29, Synergy_Bliss=4.22, Synergy_Loewe=-46.2, Synergy_HSA=-0.210.